This data is from NCI-60 drug combinations with 297,098 pairs across 59 cell lines. The task is: Regression. Given two drug SMILES strings and cell line genomic features, predict the synergy score measuring deviation from expected non-interaction effect. (1) Drug 1: CC12CCC3C(C1CCC2O)C(CC4=C3C=CC(=C4)O)CCCCCCCCCS(=O)CCCC(C(F)(F)F)(F)F. Drug 2: COCCOC1=C(C=C2C(=C1)C(=NC=N2)NC3=CC=CC(=C3)C#C)OCCOC.Cl. Cell line: SNB-19. Synergy scores: CSS=-2.33, Synergy_ZIP=-0.598, Synergy_Bliss=-1.88, Synergy_Loewe=-4.44, Synergy_HSA=-3.02. (2) Drug 1: CC1=C(C=C(C=C1)NC(=O)C2=CC=C(C=C2)CN3CCN(CC3)C)NC4=NC=CC(=N4)C5=CN=CC=C5. Drug 2: C1=CC=C(C=C1)NC(=O)CCCCCCC(=O)NO. Cell line: SW-620. Synergy scores: CSS=6.28, Synergy_ZIP=2.59, Synergy_Bliss=-1.16, Synergy_Loewe=-23.7, Synergy_HSA=-10.3. (3) Drug 1: CC12CCC3C(C1CCC2=O)CC(=C)C4=CC(=O)C=CC34C. Drug 2: CC1C(C(CC(O1)OC2CC(CC3=C2C(=C4C(=C3O)C(=O)C5=C(C4=O)C(=CC=C5)OC)O)(C(=O)CO)O)N)O.Cl. Cell line: SK-MEL-2. Synergy scores: CSS=68.1, Synergy_ZIP=1.79, Synergy_Bliss=3.14, Synergy_Loewe=3.27, Synergy_HSA=3.74. (4) Drug 1: C1=NC2=C(N1)C(=S)N=C(N2)N. Drug 2: C1=CC=C(C=C1)NC(=O)CCCCCCC(=O)NO. Cell line: LOX IMVI. Synergy scores: CSS=34.8, Synergy_ZIP=-1.11, Synergy_Bliss=-5.64, Synergy_Loewe=-4.34, Synergy_HSA=-2.98.